The task is: Predict the product of the given reaction.. This data is from Forward reaction prediction with 1.9M reactions from USPTO patents (1976-2016). Given the reactants [Cl:1][C:2]1[CH:26]=[CH:25][C:5]([CH2:6][N:7]2[CH2:15][C:14]3[C:9](=[C:10]([CH3:23])[CH:11]=[C:12]([C:16]4[N:20]=[C:19]([CH2:21]Cl)[O:18][N:17]=4)[CH:13]=3)[C:8]2=[O:24])=[CH:4][CH:3]=1.C([O-])([O-])=O.[K+].[K+].C(OC([N:40]1[CH2:45][CH2:44][NH:43][C@H:42]([CH3:46])[CH2:41]1)=O)(C)(C)C, predict the reaction product. The product is: [Cl:1][C:2]1[CH:3]=[CH:4][C:5]([CH2:6][N:7]2[CH2:15][C:14]3[C:9](=[C:10]([CH3:23])[CH:11]=[C:12]([C:16]4[N:20]=[C:19]([CH2:21][N:43]5[CH2:44][CH2:45][NH:40][CH2:41][CH:42]5[CH3:46])[O:18][N:17]=4)[CH:13]=3)[C:8]2=[O:24])=[CH:25][CH:26]=1.